This data is from Forward reaction prediction with 1.9M reactions from USPTO patents (1976-2016). The task is: Predict the product of the given reaction. (1) Given the reactants [CH2:1]([O:3][C:4]1[CH:9]=[C:8]([CH2:10][OH:11])[CH:7]=[C:6]([O:12][CH2:13][O:14][CH2:15][CH2:16][O:17][CH3:18])[C:5]=1[C:19]1[CH:24]=[CH:23][C:22]([F:25])=[CH:21][CH:20]=1)[CH3:2].C(N(CC)CC)C.CS(C)=O.O, predict the reaction product. The product is: [CH2:1]([O:3][C:4]1[CH:9]=[C:8]([CH:10]=[O:11])[CH:7]=[C:6]([O:12][CH2:13][O:14][CH2:15][CH2:16][O:17][CH3:18])[C:5]=1[C:19]1[CH:24]=[CH:23][C:22]([F:25])=[CH:21][CH:20]=1)[CH3:2]. (2) Given the reactants [CH3:1][N:2]([CH3:16])[S:3]([C:6]1[CH:13]=[CH:12][C:9]([CH2:10]O)=[CH:8][C:7]=1[O:14][CH3:15])(=[O:5])=[O:4].S(Cl)([Cl:19])=O, predict the reaction product. The product is: [CH3:1][N:2]([CH3:16])[S:3]([C:6]1[CH:13]=[CH:12][C:9]([CH2:10][Cl:19])=[CH:8][C:7]=1[O:14][CH3:15])(=[O:5])=[O:4]. (3) Given the reactants [C:1]([C:3]1[CH:4]=[C:5]([C:9]2[C:17]3[C:12](=[CH:13][CH:14]=[CH:15][CH:16]=3)[NH:11][C:10]=2[C:18]([O:20]CC)=O)[CH:6]=[CH:7][CH:8]=1)#[N:2].O.[NH2:24][NH2:25].O, predict the reaction product. The product is: [C:1]([C:3]1[CH:4]=[C:5]([C:9]2[C:17]3[C:12](=[CH:13][CH:14]=[CH:15][CH:16]=3)[NH:11][C:10]=2[C:18]([NH:24][NH2:25])=[O:20])[CH:6]=[CH:7][CH:8]=1)#[N:2]. (4) Given the reactants [CH3:1][C:2]1[CH:7]=[CH:6][C:5]([CH3:8])=[CH:4][C:3]=1[C:9]1[C:17]2[O:16][CH:15]([CH2:18]OS(C3C=CC(C)=CC=3)(=O)=O)[CH2:14][C:13]=2[CH:12]=[C:11]([O:30][CH3:31])[CH:10]=1.[CH3:32][NH2:33], predict the reaction product. The product is: [CH3:1][C:2]1[CH:7]=[CH:6][C:5]([CH3:8])=[CH:4][C:3]=1[C:9]1[C:17]2[O:16][CH:15]([CH2:18][NH:33][CH3:32])[CH2:14][C:13]=2[CH:12]=[C:11]([O:30][CH3:31])[CH:10]=1. (5) Given the reactants [C:1]([O:5][C:6](=[O:19])[NH:7][CH2:8][C@@H:9]1[CH2:11][C@H:10]1[C:12]1[CH:17]=[CH:16][C:15](Br)=[CH:14][CH:13]=1)([CH3:4])([CH3:3])[CH3:2].C([O-])([O-])=O.[K+].[K+].[N:26]1[CH:31]=[CH:30][C:29](B(O)O)=[CH:28][CH:27]=1, predict the reaction product. The product is: [C:1]([O:5][C:6](=[O:19])[NH:7][CH2:8][C@@H:9]1[CH2:11][C@H:10]1[C:12]1[CH:17]=[CH:16][C:15]([C:29]2[CH:30]=[CH:31][N:26]=[CH:27][CH:28]=2)=[CH:14][CH:13]=1)([CH3:4])([CH3:3])[CH3:2]. (6) Given the reactants Cl[C:2]1[N:3]=[C:4]([N:20]2[CH2:25][CH2:24][O:23][CH2:22][CH2:21]2)[C:5]2[N:11]=[C:10]([CH2:12][N:13]3[CH2:17][CH2:16][C:15]([CH3:19])([CH3:18])[CH2:14]3)[CH:9]=[CH:8][C:6]=2[N:7]=1.[Si]([N:33]1[C:41]2[C:36](=[C:37](B3OC(C)(C)C(C)(C)O3)[C:38]([F:42])=[CH:39][CH:40]=2)[CH:35]=[CH:34]1)(C(C)(C)C)(C)C, predict the reaction product. The product is: [CH3:18][C:15]1([CH3:19])[CH2:16][CH2:17][N:13]([CH2:12][C:10]2[CH:9]=[CH:8][C:6]3[N:7]=[C:2]([C:37]4[C:38]([F:42])=[CH:39][CH:40]=[C:41]5[C:36]=4[CH:35]=[CH:34][NH:33]5)[N:3]=[C:4]([N:20]4[CH2:25][CH2:24][O:23][CH2:22][CH2:21]4)[C:5]=3[N:11]=2)[CH2:14]1.